This data is from Forward reaction prediction with 1.9M reactions from USPTO patents (1976-2016). The task is: Predict the product of the given reaction. (1) Given the reactants C[O:2][C:3](=[O:31])[CH2:4][CH2:5][C:6]1[CH:11]=[CH:10][C:9]([O:12][CH:13]([C:15]2[O:19][C:18]([C:20]3[CH:25]=[CH:24][C:23](Br)=[CH:22][CH:21]=3)=[N:17][C:16]=2[CH:27]([CH3:29])[CH3:28])[CH3:14])=[CH:8][C:7]=1[CH3:30].[C:32]1(B(O)O)[CH:37]=[CH:36][CH:35]=[CH:34][CH:33]=1.C(=O)([O-])[O-].[Na+].[Na+], predict the reaction product. The product is: [C:23]1([C:32]2[CH:37]=[CH:36][CH:35]=[CH:34][CH:33]=2)[CH:24]=[CH:25][C:20]([C:18]2[O:19][C:15]([CH:13]([O:12][C:9]3[CH:10]=[CH:11][C:6]([CH2:5][CH2:4][C:3]([OH:2])=[O:31])=[C:7]([CH3:30])[CH:8]=3)[CH3:14])=[C:16]([CH:27]([CH3:29])[CH3:28])[N:17]=2)=[CH:21][CH:22]=1. (2) Given the reactants [NH2:1][C:2]1[S:3][C:4]([Br:7])=[CH:5][N:6]=1.[CH3:8][O:9][CH2:10][CH2:11]Br, predict the reaction product. The product is: [BrH:7].[Br:7][C:4]1[S:3][C:2](=[NH:1])[N:6]([CH2:11][CH2:10][O:9][CH3:8])[CH:5]=1. (3) Given the reactants [Br:1]N1C(=O)CCC1=O.C1(P(C2C=CC=CC=2)C2C=CC=CC=2)C=CC=CC=1.[CH2:28]([N:35]1[C:43]2[CH:42]=[CH:41][NH:40][C:39](=O)[C:38]=2[CH:37]=[CH:36]1)[C:29]1[CH:34]=[CH:33][CH:32]=[CH:31][CH:30]=1, predict the reaction product. The product is: [CH2:28]([N:35]1[C:43]2[CH:42]=[CH:41][N:40]=[C:39]([Br:1])[C:38]=2[CH:37]=[CH:36]1)[C:29]1[CH:34]=[CH:33][CH:32]=[CH:31][CH:30]=1. (4) Given the reactants Br[C:2]1[C:7](=[O:8])[N:6]2[CH:9]=[CH:10][CH:11]=[CH:12][C:5]2=[N:4][C:3]=1[CH2:13][CH2:14][CH:15]1[CH2:17][CH2:16]1.BrC1C(=O)N2C=CC=CC2=NC=1CCCC.[Cl:34][C:35]1[CH:40]=[CH:39][C:38](B(O)O)=[CH:37][CH:36]=1.COC1C=CC(B(O)O)=CC=1, predict the reaction product. The product is: [Cl:34][C:35]1[CH:40]=[CH:39][C:38]([C:2]2[C:7](=[O:8])[N:6]3[CH:9]=[CH:10][CH:11]=[CH:12][C:5]3=[N:4][C:3]=2[CH2:13][CH2:14][CH:15]2[CH2:17][CH2:16]2)=[CH:37][CH:36]=1.